This data is from Retrosynthesis with 50K atom-mapped reactions and 10 reaction types from USPTO. The task is: Predict the reactants needed to synthesize the given product. Given the product CCCCCCCCCc1ccc(N=C(C)c2ccccc2)cc1, predict the reactants needed to synthesize it. The reactants are: CC(=O)c1ccccc1.CCCCCCCCCc1ccc(N)cc1.